This data is from Catalyst prediction with 721,799 reactions and 888 catalyst types from USPTO. The task is: Predict which catalyst facilitates the given reaction. (1) Reactant: C1C=C(Cl)C=C(C(OO)=O)C=1.[CH2:12]([C:14]1[N:15]([CH2:27][C:28]([CH3:35])([CH3:34])[C:29]([O:31][CH2:32]C)=[O:30])[C:16]2[C:25]3[CH:24]=[CH:23][CH:22]=[CH:21][C:20]=3[N:19]=[CH:18][C:17]=2[N:26]=1)[CH3:13].ClC(Cl)(Cl)C([N:40]=C=O)=O. Product: [NH2:40][C:18]1[C:17]2[N:26]=[C:14]([CH2:12][CH3:13])[N:15]([CH2:27][C:28]([CH3:35])([CH3:34])[C:29]([O:31][CH3:32])=[O:30])[C:16]=2[C:25]2[CH:24]=[CH:23][CH:22]=[CH:21][C:20]=2[N:19]=1. The catalyst class is: 4. (2) Reactant: Cl.[N:2]1([CH2:8][CH:9]=[CH:10][C:11]([OH:13])=O)[CH2:7][CH2:6][CH2:5][CH2:4][CH2:3]1.C(Cl)(=O)C([Cl:17])=O. Product: [N:2]1([CH2:8][CH:9]=[CH:10][C:11]([Cl:17])=[O:13])[CH2:7][CH2:6][CH2:5][CH2:4][CH2:3]1. The catalyst class is: 120.